From a dataset of Merck oncology drug combination screen with 23,052 pairs across 39 cell lines. Regression. Given two drug SMILES strings and cell line genomic features, predict the synergy score measuring deviation from expected non-interaction effect. (1) Drug 1: CCC1=CC2CN(C1)Cc1c([nH]c3ccccc13)C(C(=O)OC)(c1cc3c(cc1OC)N(C)C1C(O)(C(=O)OC)C(OC(C)=O)C4(CC)C=CCN5CCC31C54)C2. Drug 2: CS(=O)(=O)CCNCc1ccc(-c2ccc3ncnc(Nc4ccc(OCc5cccc(F)c5)c(Cl)c4)c3c2)o1. Cell line: NCIH460. Synergy scores: synergy=42.5. (2) Drug 1: COc1cccc2c1C(=O)c1c(O)c3c(c(O)c1C2=O)CC(O)(C(=O)CO)CC3OC1CC(N)C(O)C(C)O1. Drug 2: O=C(NOCC(O)CO)c1ccc(F)c(F)c1Nc1ccc(I)cc1F. Cell line: NCIH460. Synergy scores: synergy=28.3. (3) Drug 1: CCN(CC)CCNC(=O)c1c(C)[nH]c(C=C2C(=O)Nc3ccc(F)cc32)c1C. Drug 2: Cc1nc(Nc2ncc(C(=O)Nc3c(C)cccc3Cl)s2)cc(N2CCN(CCO)CC2)n1. Cell line: KPL1. Synergy scores: synergy=18.4. (4) Drug 1: O=S1(=O)NC2(CN1CC(F)(F)F)C1CCC2Cc2cc(C=CCN3CCC(C(F)(F)F)CC3)ccc2C1. Drug 2: O=P1(N(CCCl)CCCl)NCCCO1. Cell line: ZR751. Synergy scores: synergy=-4.66. (5) Drug 1: Nc1ccn(C2OC(CO)C(O)C2(F)F)c(=O)n1. Drug 2: O=C(NOCC(O)CO)c1ccc(F)c(F)c1Nc1ccc(I)cc1F. Cell line: A427. Synergy scores: synergy=18.0.